From a dataset of Forward reaction prediction with 1.9M reactions from USPTO patents (1976-2016). Predict the product of the given reaction. (1) Given the reactants [CH2:1]([O:3][C:4]([C:6]1[C:7]2[C:22](=[O:23])[CH:21]=[CH:20][CH2:19][CH2:18][C:8]=2[N:9](C(OC(C)(C)C)=O)[CH:10]=1)=[O:5])[CH3:2].[CH3:24][N+:25]([O-:27])=[O:26], predict the reaction product. The product is: [CH2:1]([O:3][C:4]([C:6]1[C:7]2[C:22](=[O:23])[CH2:21][CH:20]([CH2:24][N+:25]([O-:27])=[O:26])[CH2:19][CH2:18][C:8]=2[NH:9][CH:10]=1)=[O:5])[CH3:2]. (2) Given the reactants [CH2:1]([NH:9][C:10]([NH:12][C:13]1[CH:18]=[CH:17][CH:16]=[CH:15][CH:14]=1)=[O:11])[CH2:2][CH2:3][CH2:4][CH2:5][CH2:6][CH2:7][CH3:8].[Cl:19][S:20](O)(=[O:22])=[O:21], predict the reaction product. The product is: [CH2:1]([NH:9][C:10]([NH:12][C:13]1[CH:18]=[CH:17][C:16]([S:20]([Cl:19])(=[O:22])=[O:21])=[CH:15][CH:14]=1)=[O:11])[CH2:2][CH2:3][CH2:4][CH2:5][CH2:6][CH2:7][CH3:8]. (3) Given the reactants [Cl:1][C:2]1[CH:7]=[CH:6][C:5]([S:8]([NH:11][CH:12]2[CH2:18][CH2:17][CH2:16][CH2:15][NH:14][C:13]2=[O:19])(=[O:10])=[O:9])=[CH:4][CH:3]=1.Br[CH2:21][C:22]1[CH:27]=[CH:26][C:25]([CH:28]([F:30])[F:29])=[CH:24][CH:23]=1.C(=O)([O-])[O-].[K+].[K+].[I-].[K+], predict the reaction product. The product is: [Cl:1][C:2]1[CH:3]=[CH:4][C:5]([S:8]([N:11]([CH2:21][C:22]2[CH:27]=[CH:26][C:25]([CH:28]([F:30])[F:29])=[CH:24][CH:23]=2)[CH:12]2[CH2:18][CH2:17][CH2:16][CH2:15][NH:14][C:13]2=[O:19])(=[O:10])=[O:9])=[CH:6][CH:7]=1. (4) Given the reactants Cl[CH2:2][CH2:3][O:4][CH2:5][CH2:6][O:7][CH2:8][CH2:9][OH:10].[N-:11]=[N+:12]=[N-:13].[Na+].[I-].[K+].[K+].[Br-], predict the reaction product. The product is: [N:11]([CH2:2][CH2:3][O:4][CH2:5][CH2:6][O:7][CH2:8][CH2:9][OH:10])=[N+:12]=[N-:13]. (5) Given the reactants [OH:1][C:2]1[CH:3]=[C:4]([CH:8]=[CH:9][CH:10]=1)[C:5]([OH:7])=[O:6].[CH:11]1([N:17]=[C:18]=[O:19])[CH2:16][CH2:15][CH2:14][CH2:13][CH2:12]1.C(N(CC)CC)C.Cl, predict the reaction product. The product is: [CH:11]1([NH:17][C:18]([O:1][C:2]2[CH:3]=[C:4]([CH:8]=[CH:9][CH:10]=2)[C:5]([OH:7])=[O:6])=[O:19])[CH2:16][CH2:15][CH2:14][CH2:13][CH2:12]1. (6) Given the reactants C([N:8]1[CH2:13][CH2:12][CH:11]([N:14]2[CH2:19][CH2:18][N:17]([C:20]([O:22][C:23]([CH3:26])([CH3:25])[CH3:24])=[O:21])[CH2:16][C:15]2=[O:27])[CH2:10][CH2:9]1)C1C=CC=CC=1, predict the reaction product. The product is: [O:27]=[C:15]1[N:14]([CH:11]2[CH2:10][CH2:9][NH:8][CH2:13][CH2:12]2)[CH2:19][CH2:18][N:17]([C:20]([O:22][C:23]([CH3:26])([CH3:25])[CH3:24])=[O:21])[CH2:16]1. (7) Given the reactants [CH2:1]([O:8][C:9]1[CH:19]=[CH:18][C:12]([O:13][CH2:14][C:15](O)=[O:16])=[CH:11][CH:10]=1)[C:2]1[CH:7]=[CH:6][CH:5]=[CH:4][CH:3]=1.CN.[C:22](N1C=CN=C1)([N:24]1C=CN=C1)=O, predict the reaction product. The product is: [CH2:1]([O:8][C:9]1[CH:19]=[CH:18][C:12]([O:13][CH2:14][C:15]([NH:24][CH3:22])=[O:16])=[CH:11][CH:10]=1)[C:2]1[CH:7]=[CH:6][CH:5]=[CH:4][CH:3]=1.